Dataset: Full USPTO retrosynthesis dataset with 1.9M reactions from patents (1976-2016). Task: Predict the reactants needed to synthesize the given product. (1) Given the product [F:36][C:33]1[CH:32]=[CH:31][C:30]([C:8]2[C:5]3[CH:6]=[N:7][C:2]([NH:48][C:46]([NH:45][C@@H:43]([C:37]4[CH:42]=[CH:41][CH:40]=[CH:39][CH:38]=4)[CH3:44])=[O:47])=[CH:3][C:4]=3[N:10]([C:11]([C:24]3[CH:29]=[CH:28][CH:27]=[CH:26][CH:25]=3)([C:12]3[CH:17]=[CH:16][CH:15]=[CH:14][CH:13]=3)[C:18]3[CH:23]=[CH:22][CH:21]=[CH:20][CH:19]=3)[N:9]=2)=[CH:35][CH:34]=1, predict the reactants needed to synthesize it. The reactants are: Cl[C:2]1[N:7]=[CH:6][C:5]2[C:8]([C:30]3[CH:35]=[CH:34][C:33]([F:36])=[CH:32][CH:31]=3)=[N:9][N:10]([C:11]([C:24]3[CH:29]=[CH:28][CH:27]=[CH:26][CH:25]=3)([C:18]3[CH:23]=[CH:22][CH:21]=[CH:20][CH:19]=3)[C:12]3[CH:17]=[CH:16][CH:15]=[CH:14][CH:13]=3)[C:4]=2[CH:3]=1.[C:37]1([C@H:43]([NH:45][C:46]([NH2:48])=[O:47])[CH3:44])[CH:42]=[CH:41][CH:40]=[CH:39][CH:38]=1.C([O-])([O-])=O.[Cs+].[Cs+]. (2) Given the product [Cl:15][C:8]1[C:9]2[C:4](=[CH:3][C:2]([F:1])=[CH:11][CH:10]=2)[CH:5]=[CH:6][N:7]=1, predict the reactants needed to synthesize it. The reactants are: [F:1][C:2]1[CH:3]=[C:4]2[C:9](=[CH:10][CH:11]=1)[C:8](=O)[NH:7][CH:6]=[CH:5]2.O=P(Cl)(Cl)[Cl:15].Cl.C([O-])(O)=O.[Na+]. (3) Given the product [F:4][C:5]1[CH:6]=[CH:9][C:10]([C:13]2[N:14]=[C:15]([CH:25]([CH3:27])[CH3:26])[NH:16][C:17]=2[C:18]2[CH:23]=[CH:22][CH:21]=[C:20]([CH3:24])[N:19]=2)=[CH:11][C:12]=1[C:29](=[O:32])[CH3:1], predict the reactants needed to synthesize it. The reactants are: [CH3:1][Mg]Br.[F:4][C:5]1[CH:12]=[CH:11][C:10]([C:13]2[N:14]=[C:15]([CH:25]([CH3:27])[CH3:26])[NH:16][C:17]=2[C:18]2[CH:23]=[CH:22][CH:21]=[C:20]([CH3:24])[N:19]=2)=[CH:9][C:6]=1C#N.Cl.[C:29](=[O:32])([O-])[O-].[Na+].[Na+]. (4) Given the product [CH3:23][C:22]1[C:17]([N:14]2[CH2:15][CH2:16][N:11]([C:9]([C:5]3[C:6]([F:8])=[CH:7][C:2]([N:26]4[CH2:32][CH2:31][CH2:30][CH2:29][CH2:28][C:27]4=[O:33])=[CH:3][C:4]=3[F:25])=[O:10])[CH2:12][CH2:13]2)=[N:18][CH:19]=[C:20]([CH3:24])[CH:21]=1, predict the reactants needed to synthesize it. The reactants are: Br[C:2]1[CH:7]=[C:6]([F:8])[C:5]([C:9]([N:11]2[CH2:16][CH2:15][N:14]([C:17]3[C:22]([CH3:23])=[CH:21][C:20]([CH3:24])=[CH:19][N:18]=3)[CH2:13][CH2:12]2)=[O:10])=[C:4]([F:25])[CH:3]=1.[NH:26]1[CH2:32][CH2:31][CH2:30][CH2:29][CH2:28][C:27]1=[O:33]. (5) Given the product [C:1]([CH:5]1[O:10][CH:9]([C:11]2[O:15][N:14]=[C:13]([C:16]([NH:62][C:59]3[C:60](=[O:61])[N:56]([CH:50]4[CH2:53][CH2:54][CH2:55]4)[N:57]([CH3:78])[C:58]=3[CH3:77])=[O:18])[C:12]=2[CH3:19])[CH2:8][CH2:7][CH2:6]1)([CH3:2])([CH3:3])[CH3:4], predict the reactants needed to synthesize it. The reactants are: [C:1]([C@H:5]1[O:10][C@@H:9]([C:11]2[O:15][N:14]=[C:13]([C:16]([OH:18])=O)[C:12]=2[CH3:19])[CH2:8][CH2:7][CH2:6]1)([CH3:4])([CH3:3])[CH3:2].C([C@@H]1O[C@H](C2ON=C(C(O)=O)C=2C)CCC1)(C)(C)C.C(Cl)(=O)C(Cl)=O.CN(C=O)C.[CH:50]1([N:56]2[C:60](=[O:61])[C:59]([NH:62]C(C3C(C)=C(/C=C/C(C)(C)C)ON=3)=O)=[C:58]([CH3:77])[N:57]2[CH3:78])[CH2:55][CH2:54][CH2:53]CC1.C(N(CC)CC)C.